This data is from Reaction yield outcomes from USPTO patents with 853,638 reactions. The task is: Predict the reaction yield, written as a fraction of the theoretical maximum amount of product (1.0 means a 100% yield; for example, 0.34 means a 34% yield). The reactants are [O:1]1[C:5]2[CH:6]=[CH:7][C:8]([C:10]3([C:13]([NH:15][C:16]4[CH:17]=[CH:18][C:19]([CH2:33][OH:34])=[C:20]([C:22]5[CH:27]=[CH:26][C:25]([C:28]([N:30]([CH3:32])[CH3:31])=[O:29])=[CH:24][CH:23]=5)[CH:21]=4)=[O:14])[CH2:12][CH2:11]3)=[CH:9][C:4]=2[O:3][CH2:2]1.[C:35]1(C)[CH:40]=CC(S(O)(=O)=O)=C[CH:36]=1. The catalyst is C(O)(C)C. The product is [O:1]1[C:5]2[CH:6]=[CH:7][C:8]([C:10]3([C:13]([NH:15][C:16]4[CH:17]=[CH:18][C:19]([CH2:33][O:34][CH:35]([CH3:40])[CH3:36])=[C:20]([C:22]5[CH:27]=[CH:26][C:25]([C:28]([N:30]([CH3:31])[CH3:32])=[O:29])=[CH:24][CH:23]=5)[CH:21]=4)=[O:14])[CH2:11][CH2:12]3)=[CH:9][C:4]=2[O:3][CH2:2]1. The yield is 0.440.